This data is from Forward reaction prediction with 1.9M reactions from USPTO patents (1976-2016). The task is: Predict the product of the given reaction. The product is: [Br:1][C:2]1[CH:3]=[C:4]([NH2:5])[CH:6]=[C:7]([N:24]2[CH:28]=[CH:27][CH:26]=[N:25]2)[CH:8]=1. Given the reactants [Br:1][C:2]1[CH:3]=[C:4]([CH:6]=[C:7](Br)[CH:8]=1)[NH2:5].N1CCC[C@H]1C(O)=O.C([O-])([O-])=O.[Cs+].[Cs+].[NH:24]1[CH:28]=[CH:27][CH:26]=[N:25]1, predict the reaction product.